This data is from Catalyst prediction with 721,799 reactions and 888 catalyst types from USPTO. The task is: Predict which catalyst facilitates the given reaction. (1) Reactant: [SH:1][C:2]1[CH:3]=[C:4]([OH:8])[CH:5]=[CH:6][CH:7]=1.[CH3:9][C:10]([CH3:13])([O-])[CH3:11].[Na+].BrCC(C)C.[Cl:20][C:21]1[CH:22]=[C:23]([N+:28]([O-:30])=[O:29])[CH:24]=[CH:25][C:26]=1F. Product: [Cl:20][C:21]1[CH:22]=[C:23]([N+:28]([O-:30])=[O:29])[CH:24]=[CH:25][C:26]=1[O:8][C:4]1[CH:5]=[CH:6][CH:7]=[C:2]([S:1][CH2:9][CH:10]([CH3:13])[CH3:11])[CH:3]=1. The catalyst class is: 35. (2) Reactant: [F:1][C:2]1[CH:7]=[CH:6][CH:5]=[C:4](F)[C:3]=1[N+:9]([O-:11])=[O:10].[NH3:12].CO. The catalyst class is: 6. Product: [F:1][C:2]1[C:3]([N+:9]([O-:11])=[O:10])=[C:4]([CH:5]=[CH:6][CH:7]=1)[NH2:12]. (3) Reactant: Br[C:2]1[CH:7]=[CH:6][CH:5]=[CH:4][N:3]=1.[CH:8]1([NH:14][C:15]2[N:23]=[C:22]([NH:24][C:25]3[CH:30]=[CH:29][C:28]([C:31]4[CH2:32][CH2:33][NH:34][CH2:35][CH:36]=4)=[CH:27][C:26]=3[O:37][CH3:38])[N:21]=[C:20]3[C:16]=2[N:17]=[CH:18][NH:19]3)[CH2:13][CH2:12][CH2:11][CH2:10][CH2:9]1.CC([O-])(C)C.[Na+].CC1(C)C2C(=C(P(C3C=CC=CC=3)C3C=CC=CC=3)C=CC=2)OC2C(P(C3C=CC=CC=3)C3C=CC=CC=3)=CC=CC1=2. The catalyst class is: 101. Product: [CH:8]1([NH:14][C:15]2[N:23]=[C:22]([NH:24][C:25]3[CH:30]=[CH:29][C:28]([C:31]4[CH2:32][CH2:33][N:34]([C:2]5[CH:7]=[CH:6][CH:5]=[CH:4][N:3]=5)[CH2:35][CH:36]=4)=[CH:27][C:26]=3[O:37][CH3:38])[N:21]=[C:20]3[C:16]=2[N:17]=[CH:18][NH:19]3)[CH2:9][CH2:10][CH2:11][CH2:12][CH2:13]1. (4) The catalyst class is: 257. Product: [CH3:15][N:14]([CH3:16])[CH2:13][CH2:12][N:4]1[C:5]2[N:6]=[CH:7][N:8]=[C:9]([NH2:11])[C:10]=2[C:2]([C:25]2[CH:26]=[C:27]3[C:31](=[CH:32][CH:33]=2)[N:30]([C:34](=[O:46])[CH2:35][C:36]2[CH:41]=[CH:40][CH:39]=[C:38]([C:42]([F:45])([F:43])[F:44])[CH:37]=2)[CH2:29][CH2:28]3)=[CH:3]1. Reactant: Br[C:2]1[C:10]2[C:9]([NH2:11])=[N:8][CH:7]=[N:6][C:5]=2[N:4]([CH2:12][CH2:13][N:14]([CH3:16])[CH3:15])[CH:3]=1.CC1(C)C(C)(C)OB([C:25]2[CH:26]=[C:27]3[C:31](=[CH:32][CH:33]=2)[N:30]([C:34](=[O:46])[CH2:35][C:36]2[CH:41]=[CH:40][CH:39]=[C:38]([C:42]([F:45])([F:44])[F:43])[CH:37]=2)[CH2:29][CH2:28]3)O1.O1CCOCC1.C([O-])(O)=O.[Na+].